This data is from Catalyst prediction with 721,799 reactions and 888 catalyst types from USPTO. The task is: Predict which catalyst facilitates the given reaction. (1) Reactant: Cl[C:2]1[C:7]([CH:8]=[O:9])=[C:6]([O:10][CH3:11])[CH:5]=[CH:4][N:3]=1.[CH3:12][O-:13].[Na+]. Product: [CH3:12][O:13][C:2]1[C:7]([CH:8]=[O:9])=[C:6]([O:10][CH3:11])[CH:5]=[CH:4][N:3]=1. The catalyst class is: 5. (2) Reactant: C(OC([NH:8][C@@H:9]([C:12]1[CH:13]=[C:14]([C:18]2[CH:23]=[C:22]([C:24]([F:27])([F:26])[F:25])[CH:21]=[C:20]([CH2:28][O:29][C:30]3[CH:35]=[CH:34][CH:33]=[CH:32][C:31]=3[CH2:36][C:37]([O:39]C(C)(C)C)=[O:38])[CH:19]=2)[CH:15]=[CH:16][CH:17]=1)[CH2:10][OH:11])=O)(C)(C)C.Cl. Product: [NH2:8][C@@H:9]([C:12]1[CH:13]=[C:14]([C:18]2[CH:23]=[C:22]([C:24]([F:27])([F:26])[F:25])[CH:21]=[C:20]([CH2:28][O:29][C:30]3[CH:35]=[CH:34][CH:33]=[CH:32][C:31]=3[CH2:36][C:37]([OH:39])=[O:38])[CH:19]=2)[CH:15]=[CH:16][CH:17]=1)[CH2:10][OH:11]. The catalyst class is: 12.